This data is from Reaction yield outcomes from USPTO patents with 853,638 reactions. The task is: Predict the reaction yield, written as a fraction of the theoretical maximum amount of product (1.0 means a 100% yield; for example, 0.34 means a 34% yield). (1) The reactants are [C:1]([C:4]1[C:5]([C:11]2[CH:20]=[CH:19][C:14]([C:15]([O:17][CH3:18])=[O:16])=[CH:13][CH:12]=2)=[N:6][C:7](Cl)=[CH:8][CH:9]=1)(=[O:3])[NH2:2].CC1(C)C(C)(C)OB([C:29]2[CH2:34][CH2:33][N:32]([C:35]([O:37][C:38]([CH3:41])([CH3:40])[CH3:39])=[O:36])[CH2:31][CH:30]=2)O1.C([O-])([O-])=O.[Cs+].[Cs+]. The catalyst is COCCOC.O.C1C=CC(P(C2C=CC=CC=2)[C-]2C=CC=C2)=CC=1.C1C=CC(P(C2C=CC=CC=2)[C-]2C=CC=C2)=CC=1.Cl[Pd]Cl.[Fe+2]. The product is [C:38]([O:37][C:35]([N:32]1[CH2:33][CH2:34][C:29]([C:7]2[CH:8]=[CH:9][C:4]([C:1](=[O:3])[NH2:2])=[C:5]([C:11]3[CH:20]=[CH:19][C:14]([C:15]([O:17][CH3:18])=[O:16])=[CH:13][CH:12]=3)[N:6]=2)=[CH:30][CH2:31]1)=[O:36])([CH3:41])([CH3:39])[CH3:40]. The yield is 0.560. (2) The reactants are C[O:2][C:3]1[CH:4]=[C:5]([C:9]2[CH:10]=[N:11][C:12]3[C:17]([CH:18]=2)=[CH:16][CH:15]=[CH:14][CH:13]=3)[CH:6]=[CH:7][CH:8]=1.[Cl-].[Cl-].[Cl-].[Al+3]. No catalyst specified. The product is [N:11]1[C:12]2[C:17](=[CH:16][CH:15]=[CH:14][CH:13]=2)[CH:18]=[C:9]([C:5]2[CH:4]=[C:3]([OH:2])[CH:8]=[CH:7][CH:6]=2)[CH:10]=1. The yield is 0.850.